From a dataset of Reaction yield outcomes from USPTO patents with 853,638 reactions. Predict the reaction yield, written as a fraction of the theoretical maximum amount of product (1.0 means a 100% yield; for example, 0.34 means a 34% yield). The reactants are [CH2:1]([O:3][C:4](=[O:24])[C:5](=[CH:11][CH:12]([C:16]1[C:21]([CH3:22])=[C:20]([Cl:23])[CH:19]=[CH:18][N:17]=1)[CH:13]1[CH2:15][CH2:14]1)[C:6](OCC)=[O:7])[CH3:2]. The catalyst is C1C=CC(C2C=CC=CC=2)=CC=1.C1C=CC(OC2C=CC=CC=2)=CC=1. The product is [Cl:23][C:20]1[CH:19]=[CH:18][N:17]2[C:16]([C:21]=1[CH3:22])=[C:12]([CH:13]1[CH2:15][CH2:14]1)[CH:11]=[C:5]([C:4]([O:3][CH2:1][CH3:2])=[O:24])[C:6]2=[O:7]. The yield is 0.750.